From a dataset of Reaction yield outcomes from USPTO patents with 853,638 reactions. Predict the reaction yield, written as a fraction of the theoretical maximum amount of product (1.0 means a 100% yield; for example, 0.34 means a 34% yield). (1) The reactants are Cl[C:2]1[CH:7]=[CH:6][N+:5]([O-:8])=[CH:4][CH:3]=1.[F:9][C:10]1[CH:15]=[CH:14][C:13](B(O)O)=[C:12]([O:19][CH3:20])[CH:11]=1. No catalyst specified. The product is [F:9][C:10]1[CH:15]=[CH:14][C:13]([C:2]2[CH:7]=[CH:6][N+:5]([O-:8])=[CH:4][CH:3]=2)=[C:12]([O:19][CH3:20])[CH:11]=1. The yield is 0.870. (2) The reactants are [CH3:1][O:2][C:3](=[O:32])[CH2:4][CH2:5][CH2:6][CH2:7][CH2:8][O:9][C:10]1[CH:15]=[CH:14][C:13]([NH:16][C:17](=[O:31])[CH2:18][CH2:19][CH2:20][CH2:21][CH2:22][O:23]CC2C=CC=CC=2)=[CH:12][CH:11]=1. The catalyst is CO.[Pd]. The product is [CH3:1][O:2][C:3](=[O:32])[CH2:4][CH2:5][CH2:6][CH2:7][CH2:8][O:9][C:10]1[CH:11]=[CH:12][C:13]([NH:16][C:17](=[O:31])[CH2:18][CH2:19][CH2:20][CH2:21][CH2:22][OH:23])=[CH:14][CH:15]=1. The yield is 0.628. (3) The reactants are [C:1]([C:3]1[C:15]([C:16](OCC)=O)=[C:14]2[C:6]([NH:7][C:8]3[C:13]2=[CH:12][CH:11]=[CH:10][CH:9]=3)=[C:5]2[CH2:21][CH2:22][CH2:23][C:4]=12)#[N:2].CN(C=[O:28])C. The catalyst is [Ni]. The product is [CH:16]1[C:15]2[C:3]([C:4]3[C:5]([CH2:21][C:22](=[O:28])[CH:23]=3)=[C:6]3[C:14]=2[C:13]2[CH2:12][CH2:11][CH2:10][CH2:9][C:8]=2[NH:7]3)=[CH:1][N:2]=1. The yield is 1.00. (4) The reactants are C([N:8](C(OC(C)(C)C)=O)[C:9]1[CH:14]=[N:13][C:12]([C@@H:15]2[CH2:20][CH2:19][CH2:18][C@H:17]([O:21][CH3:22])[CH2:16]2)=[CH:11][N:10]=1)(OC(C)(C)C)=O.Cl. The catalyst is C(Cl)Cl. The product is [CH3:22][O:21][C@H:17]1[CH2:18][CH2:19][CH2:20][C@@H:15]([C:12]2[N:13]=[CH:14][C:9]([NH2:8])=[N:10][CH:11]=2)[CH2:16]1. The yield is 1.00. (5) The reactants are Cl[C:2]1[C:3]2[C:4](=[N:8][N:9]([CH2:11][C:12]3[CH:17]=[CH:16][C:15]([CH2:18][N:19]4[CH:23]=[C:22]([C:24]([F:27])([F:26])[F:25])[CH:21]=[N:20]4)=[CH:14][CH:13]=3)[CH:10]=2)[N:5]=[CH:6][N:7]=1.[NH2:28][CH2:29][C:30]1[C:31]([CH3:52])=[CH:32][C:33]([N:37](C(OC(C)(C)C)=O)C(=O)OC(C)(C)C)=[N:34][C:35]=1[CH3:36].CCN(C(C)C)C(C)C.O. The catalyst is C(#N)C. The product is [NH2:37][C:33]1[N:34]=[C:35]([CH3:36])[C:30]([CH2:29][NH:28][C:2]2[C:3]3[C:4](=[N:8][N:9]([CH2:11][C:12]4[CH:17]=[CH:16][C:15]([CH2:18][N:19]5[CH:23]=[C:22]([C:24]([F:26])([F:27])[F:25])[CH:21]=[N:20]5)=[CH:14][CH:13]=4)[CH:10]=3)[N:5]=[CH:6][N:7]=2)=[C:31]([CH3:52])[CH:32]=1. The yield is 0.0200. (6) The reactants are Br[C:2]1[CH:19]=[CH:18][C:5]([CH2:6][O:7][Si:8]([CH:15]([CH3:17])[CH3:16])([CH:12]([CH3:14])[CH3:13])[CH:9]([CH3:11])[CH3:10])=[CH:4][CH:3]=1.O1CCCC1.C([Li])CCC.[C:30]([C:32]1[CH:33]=[C:34]([CH:37]=[CH:38][CH:39]=1)[CH:35]=[O:36])#[N:31]. The catalyst is [Cl-].[NH4+].C(OCC)(=O)C. The product is [OH:36][CH:35]([C:2]1[CH:19]=[CH:18][C:5]([CH2:6][O:7][Si:8]([CH:15]([CH3:17])[CH3:16])([CH:12]([CH3:14])[CH3:13])[CH:9]([CH3:11])[CH3:10])=[CH:4][CH:3]=1)[C:34]1[CH:33]=[C:32]([CH:39]=[CH:38][CH:37]=1)[C:30]#[N:31]. The yield is 0.750. (7) The reactants are [C:1]([C:4]1[C:9](=[O:10])[C:8]([Br:11])=[CH:7][N:6]([C:12]2[CH:17]=[CH:16][CH:15]=[C:14]([C:18]([F:21])([F:20])[F:19])[CH:13]=2)[N:5]=1)(=O)[CH3:2].[CH3:22]OC(OC)N(C)C.CC(O)=O.[C:34]1([NH:40][NH2:41])[CH:39]=[CH:38][CH:37]=[CH:36][CH:35]=1. The catalyst is Cl. The product is [Br:11][C:8]1[C:9](=[O:10])[C:4]([C:1]2[N:40]([C:34]3[CH:39]=[CH:38][CH:37]=[CH:36][CH:35]=3)[N:41]=[CH:22][CH:2]=2)=[N:5][N:6]([C:12]2[CH:17]=[CH:16][CH:15]=[C:14]([C:18]([F:21])([F:20])[F:19])[CH:13]=2)[CH:7]=1. The yield is 0.350.